This data is from NCI-60 drug combinations with 297,098 pairs across 59 cell lines. The task is: Regression. Given two drug SMILES strings and cell line genomic features, predict the synergy score measuring deviation from expected non-interaction effect. Drug 1: C1CC(=O)NC(=O)C1N2CC3=C(C2=O)C=CC=C3N. Drug 2: CN(CC1=CN=C2C(=N1)C(=NC(=N2)N)N)C3=CC=C(C=C3)C(=O)NC(CCC(=O)O)C(=O)O. Cell line: HS 578T. Synergy scores: CSS=23.4, Synergy_ZIP=10.7, Synergy_Bliss=4.42, Synergy_Loewe=-20.4, Synergy_HSA=2.14.